This data is from Experimentally validated miRNA-target interactions with 360,000+ pairs, plus equal number of negative samples. The task is: Binary Classification. Given a miRNA mature sequence and a target amino acid sequence, predict their likelihood of interaction. (1) The miRNA is mmu-miR-5120 with sequence UUUGGGGCUGUGGUGCCACCAGC. The protein sequence of the target gene is MSGEMDKPLISRRLVDSDGSLAEVPKEAPKVGILGSGDFARSLATRLVGSGFSVVVGSRNPKRTAGLFPSLAQVTFQEEAVSSPEVIFVAVFREHYSSLCSLADQLAGKILVDVSNPTEKEHLQHRQSNAEYLASLFPACTVVKAFNVISAWALQAGPRDGNRQVLICSDQPEAKRTISEMARAMGFTPLDMGSLASAREVEAIPLRLLPSWKVPTLLALGLFVCFYTYNFIRDVLQPYIRKDENKFYKMPLSVVNTTLPCVAYVLLSLVYLPGVLAAALQLRRGTKYQRFPDWLDHWLQ.... Result: 0 (no interaction). (2) The miRNA is hsa-miR-6854-3p with sequence UGCGUUUCUCCUCUUGAGCAG. The protein sequence of the target gene is MSHGTYYECEPRGGQQPLEFSGGRAGPGELGDMCEHEASIDLSAYIESGEEQLLSDLFAVKPAPEARGLKGPGTPAFPHYLPPDPRPFAYPPHTFGPDRKALGPGIYSSPGSYDPRAVAVKEEPRGPEGSRAASRGSYNPLQYQVAHCGQTAMHLPPTLAAPGQPLRVLKAPLATAAPPCSPLLKAPSPAGPLHKGKKAVNKDSLEYRLRRERNNIAVRKSRDKAKRRILETQQKVLEYMAENERLRSRVEQLTQELDTLRNLFRQIPEAANLIKGVGGCS. Result: 0 (no interaction). (3) Result: 0 (no interaction). The protein sequence of the target gene is MAGPESDAQYQFTGIKKYFNSYTLTGRMNCVLATYGSIALIVLYFKLRSKKTPAVKAT. The miRNA is mmu-miR-466k with sequence UGUGUGUGUACAUGUACAUGUGA. (4) The miRNA is mmu-miR-465b-5p with sequence UAUUUAGAAUGGUGCUGAUCUG. The protein sequence of the target gene is MVRGRISRLSVRDVRFPTSLGGHGADAMHTDPDYSAAYVVIETDAEDGIKGCGITFTLGKGTEVVVCAVNALAHHVLNKDLKDIVGDFRGFYRQLTSDGQLRWIGPEKGVVHLATAAVLNAVWDLWAKQEGKPVWKLLVDMDPRMLVSCIDFRYITDVLTEEDALEILQKGQIGKKEREKQMLAQGYPAYTTSCAWLGYSDDTLKQLCAQALKDGWTRFKVKVGADLQDDMRRCQIIRDMIGPEKTLMMDANQRWDVPEAVEWMSKLAKFKPLWIEEPTSPDDILGHATISKALVPLGIG.... Result: 0 (no interaction). (5) The protein sequence of the target gene is MASKRKSTTPCMIPVKTVVLQDASMEAQPAETLPEGPQQDLPPEASAASSEAAQNPSSTDGSTLANGHRSTLDGYLYSCKYCDFRSHDMTQFVGHMNSEHTDFNKDPTFVCSGCSFLAKTPEGLSLHNATCHSGEASFVWNVAKPDNHVVVEQSIPESTSTPDLAGEPSAEGADGQAEIIITKTPIMKIMKGKAEAKKIHTLKENVPSQPVGEALPKLSTGEMEVREGDHSFINGAVPVSQASASSAKNPHAANGPLIGTVPVLPAGIAQFLSLQQQPPVHAQHHVHQPLPTAKALPKVM.... The miRNA is hsa-miR-6867-5p with sequence UGUGUGUGUAGAGGAAGAAGGGA. Result: 1 (interaction). (6) The miRNA is hsa-miR-3176 with sequence ACUGGCCUGGGACUACCGG. The protein sequence of the target gene is MAPRGFSCLLLSTSEIDLPVKRLLSSVF. Result: 0 (no interaction). (7) The miRNA is hsa-miR-190a-3p with sequence CUAUAUAUCAAACAUAUUCCU. The protein sequence of the target gene is MQKPPLLLRRPLPPKFTKLSLHEKKTHTAKTGKIESLHVAFTEDETTSIKMDRTRFPDVLRNQSLTPINIQNIFLDHCVQERVTAISSPQKSTKHVREQIPDTATGSIFFPHCNSASTRIFGKQTNKMESSRKFKTMKDVYTEKRLENILILSSKFSKPKSTPGSVIAQKLEKMHPKHQPLPESPGYTYQHISRDLSATVPSPPPMTVSMKPEGQWPEHFKSTATLTLRVTEFPGFVSLPTPVLPRKPHRQSVIETLVTENGNIESVPKQIPPRPPEGLTKTEKIESEIHVVRGEGFKTV.... Result: 1 (interaction).